From a dataset of Full USPTO retrosynthesis dataset with 1.9M reactions from patents (1976-2016). Predict the reactants needed to synthesize the given product. (1) Given the product [CH3:11][C:9]1([CH3:12])[O:10][B:6]([CH:2]2[CH2:3][CH:1]2[C:4]#[N:5])[O:7][C:8]1([CH3:14])[CH3:13], predict the reactants needed to synthesize it. The reactants are: [CH:1]1([C:4]#[N:5])[CH2:3][CH2:2]1.[B:6]1([B:6]2[O:10][C:9]([CH3:12])([CH3:11])[C:8]([CH3:14])([CH3:13])[O:7]2)[O:10][C:9]([CH3:12])([CH3:11])[C:8]([CH3:14])([CH3:13])[O:7]1.CC1C=CC2C(=C3C(=CC=2)C=CC(C)=N3)N=1. (2) Given the product [Cl:64][C:61]1[C:62]([Cl:63])=[C:57]([C:55](=[O:56])[C:53](=[CH2:54])[CH2:52][CH3:51])[CH:58]=[CH:59][C:60]=1[O:65][CH2:66][C:67]([NH:1][CH2:2][CH2:3][CH2:4][CH2:5][CH2:6][CH2:7][NH:8][C:9](=[O:39])[CH:10]([NH:28][O:29][C:30]([CH2:32][C:33]1[CH:38]=[CH:37][CH:36]=[CH:35][CH:34]=1)=[O:31])[CH2:11][CH2:12][CH2:13][NH:14][C:15]([NH:17][S:18]([C:21]1[CH:22]=[CH:23][C:24]([CH3:25])=[CH:26][CH:27]=1)(=[O:20])=[O:19])=[NH:16])=[O:68], predict the reactants needed to synthesize it. The reactants are: [NH2:1][CH2:2][CH2:3][CH2:4][CH2:5][CH2:6][CH2:7][NH:8][C:9](=[O:39])[CH:10]([NH:28][O:29][C:30]([CH2:32][C:33]1[CH:38]=[CH:37][CH:36]=[CH:35][CH:34]=1)=[O:31])[CH2:11][CH2:12][CH2:13][NH:14][C:15]([NH:17][S:18]([C:21]1[CH:27]=[CH:26][C:24]([CH3:25])=[CH:23][CH:22]=1)(=[O:20])=[O:19])=[NH:16].C(N=C=NCCCN(C)C)C.[CH3:51][CH2:52][C:53]([C:55]([C:57]1[CH:58]=[CH:59][C:60]([O:65][CH2:66][C:67](O)=[O:68])=[C:61]([Cl:64])[C:62]=1[Cl:63])=[O:56])=[CH2:54].C(N(CC)CC)C.